From a dataset of Full USPTO retrosynthesis dataset with 1.9M reactions from patents (1976-2016). Predict the reactants needed to synthesize the given product. The reactants are: Cl[C:2]1[CH:7]=[CH:6][N:5]2[N:8]=[CH:9][C:10]([CH:11]=[O:12])=[C:4]2[N:3]=1.[CH2:13]([N:15]([CH2:18][C:19]1[CH:20]=[C:21]([CH:23]=[CH:24][CH:25]=1)[NH2:22])[CH2:16][CH3:17])[CH3:14].ClCCl. Given the product [CH2:13]([N:15]([CH2:18][C:19]1[CH:20]=[C:21]([NH:22][C:2]2[CH:7]=[CH:6][N:5]3[N:8]=[CH:9][C:10]([CH:11]=[O:12])=[C:4]3[N:3]=2)[CH:23]=[CH:24][CH:25]=1)[CH2:16][CH3:17])[CH3:14], predict the reactants needed to synthesize it.